From a dataset of Forward reaction prediction with 1.9M reactions from USPTO patents (1976-2016). Predict the product of the given reaction. Given the reactants ClC1C=C(Cl)C=CC=1C(Cl)=O.[Cl:12][C:13]1[CH:18]=[C:17]([Cl:19])[CH:16]=[CH:15][C:14]=1[C:20]([N:22]=[C:23]=[S:24])=[O:21].[CH3:25][O:26][C:27]1[CH:28]=[C:29]2[C:34](=[CH:35][C:36]=1[O:37][CH3:38])[N:33]=[CH:32][CH:31]=[C:30]2[O:39][C:40]1[CH:46]=[CH:45][C:43]([NH2:44])=[C:42]([CH3:47])[C:41]=1[CH3:48].C1(C)C=CC=CC=1, predict the reaction product. The product is: [Cl:12][C:13]1[CH:18]=[C:17]([Cl:19])[CH:16]=[CH:15][C:14]=1[C:20]([N:22]=[C:23]=[S:24])=[O:21].[Cl:12][C:13]1[CH:18]=[C:17]([Cl:19])[CH:16]=[CH:15][C:14]=1[C:20]([NH:22][C:23]([NH:44][C:43]1[CH:45]=[CH:46][C:40]([O:39][C:30]2[C:29]3[C:34](=[CH:35][C:36]([O:37][CH3:38])=[C:27]([O:26][CH3:25])[CH:28]=3)[N:33]=[CH:32][CH:31]=2)=[C:41]([CH3:48])[C:42]=1[CH3:47])=[S:24])=[O:21].